From a dataset of Catalyst prediction with 721,799 reactions and 888 catalyst types from USPTO. Predict which catalyst facilitates the given reaction. (1) Reactant: CC(=[N:4][C@@H:5]([C:16]12[CH2:25][CH:20]3[CH2:21][CH:22]([CH2:24][C:18]([OH:26])([CH2:19]3)[CH2:17]1)[CH2:23]2)[C:6]([N:8]1[C@H:13]([C:14]#[N:15])[CH2:12][C@H:11]2[C@@H:9]1[CH2:10]2)=[O:7])C. Product: [CH2:12]1[C@@H:13]([C:14]#[N:15])[N:8]([C:6]([C@@H:5]([NH2:4])[C:16]23[CH2:17][C:18]4([OH:26])[CH2:24][CH:22]([CH2:21][CH:20]([CH2:19]4)[CH2:25]2)[CH2:23]3)=[O:7])[C@@H:9]2[C@H:11]1[CH2:10]2.[OH2:7]. The catalyst class is: 6. (2) Reactant: Cl[C:2]1[N:7]=[C:6]([O:8][CH3:9])[CH:5]=[C:4]([O:10][CH3:11])[N:3]=1.[CH3:12][N:13]1[CH2:18][CH2:17][NH:16][CH2:15][CH2:14]1. Product: [CH3:11][O:10][C:4]1[CH:5]=[C:6]([O:8][CH3:9])[N:7]=[C:2]([N:16]2[CH2:17][CH2:18][N:13]([CH3:12])[CH2:14][CH2:15]2)[N:3]=1. The catalyst class is: 3.